This data is from Reaction yield outcomes from USPTO patents with 853,638 reactions. The task is: Predict the reaction yield, written as a fraction of the theoretical maximum amount of product (1.0 means a 100% yield; for example, 0.34 means a 34% yield). (1) The reactants are [NH2:1][C:2]1[CH:7]=[CH:6][C:5]([C:8]2[S:12][C:11]([CH2:13][NH:14][S:15]([C:18]([F:21])([F:20])[F:19])(=[O:17])=[O:16])=[N:10][CH:9]=2)=[CH:4][CH:3]=1.[N:22]([C:25]1[CH:30]=[CH:29][C:28]([C:31]([F:34])([F:33])[F:32])=[CH:27][CH:26]=1)=[C:23]=[O:24]. No catalyst specified. The product is [F:21][C:18]([F:19])([F:20])[S:15]([NH:14][CH2:13][C:11]1[S:12][C:8]([C:5]2[CH:4]=[CH:3][C:2]([NH:1][C:23]([NH:22][C:25]3[CH:26]=[CH:27][C:28]([C:31]([F:32])([F:33])[F:34])=[CH:29][CH:30]=3)=[O:24])=[CH:7][CH:6]=2)=[CH:9][N:10]=1)(=[O:17])=[O:16]. The yield is 0.590. (2) The reactants are [Br:1][C:2]1[CH:3]=[CH:4][C:5]([F:19])=[C:6]([CH2:8][NH:9][C:10]2[C:11]([F:18])=[C:12]([OH:17])[CH:13]=[CH:14][C:15]=2[F:16])[CH:7]=1.C([O-])([O-])=O.[Na+].[Na+].Br[CH2:27][C:28]([O:30][CH2:31][CH3:32])=[O:29].O. The catalyst is CN(C=O)C. The product is [Br:1][C:2]1[CH:3]=[CH:4][C:5]([F:19])=[C:6]([CH2:8][NH:9][C:10]2[C:11]([F:18])=[C:12]([CH:13]=[CH:14][C:15]=2[F:16])[O:17][CH2:27][C:28]([O:30][CH2:31][CH3:32])=[O:29])[CH:7]=1. The yield is 0.750. (3) The reactants are [NH2:1][C:2]1[CH:3]=[C:4]2[C:9](=[C:10]([C:12]([F:15])([F:14])[F:13])[CH:11]=1)[N:8]=[CH:7][C:6]([C:16]#[N:17])=[C:5]2[NH:18][C:19]1[CH:24]=[CH:23][C:22]([F:25])=[C:21]([Cl:26])[CH:20]=1.[CH3:27][C:28]1[CH:29]=[C:30]([CH:34]=O)[O:31][C:32]=1[CH3:33].[BH3-]C#N.[Na+]. The catalyst is CCO. The product is [Cl:26][C:21]1[CH:20]=[C:19]([NH:18][C:5]2[C:4]3[C:9](=[C:10]([C:12]([F:13])([F:14])[F:15])[CH:11]=[C:2]([NH:1][CH2:34][C:30]4[O:31][C:32]([CH3:33])=[C:28]([CH3:27])[CH:29]=4)[CH:3]=3)[N:8]=[CH:7][C:6]=2[C:16]#[N:17])[CH:24]=[CH:23][C:22]=1[F:25]. The yield is 0.150. (4) The reactants are [SH:1][C:2]1[CH:7]=[CH:6][C:5]([B:8]([OH:10])[OH:9])=[CH:4][CH:3]=1.Br[CH2:12][CH2:13][CH2:14][O:15][CH3:16].C([O-])([O-])=O.[K+].[K+].[Na+].[I-].Cl. The catalyst is CC#N.O. The product is [CH3:16][O:15][CH2:14][CH2:13][CH2:12][S:1][C:2]1[CH:7]=[CH:6][C:5]([B:8]([OH:10])[OH:9])=[CH:4][CH:3]=1. The yield is 0.810. (5) The reactants are Cl[C:2]1[N:10]=[CH:9][N:8]=[C:7]2[C:3]=1[NH:4][CH:5]=[N:6]2.[C:11]([O:15][C:16](=[O:24])[NH:17][CH:18]1[CH2:23][CH2:22][NH:21][CH2:20][CH2:19]1)([CH3:14])([CH3:13])[CH3:12].C(N(CC)CC)C. The catalyst is C(O)CCC. The product is [C:11]([O:15][C:16](=[O:24])[NH:17][CH:18]1[CH2:23][CH2:22][N:21]([C:2]2[N:10]=[CH:9][N:8]=[C:7]3[C:3]=2[N:4]=[CH:5][NH:6]3)[CH2:20][CH2:19]1)([CH3:14])([CH3:12])[CH3:13]. The yield is 0.780. (6) The reactants are [N+:1]([O-:4])(O)=[O:2].[O:5]1[C:13]2[C:8](=[N:9][CH:10]=[CH:11][CH:12]=2)[NH:7][C:6]1=[O:14]. The catalyst is S(=O)(=O)(O)O. The product is [N+:1]([C:11]1[CH:12]=[C:13]2[O:5][C:6](=[O:14])[NH:7][C:8]2=[N:9][CH:10]=1)([O-:4])=[O:2]. The yield is 0.390. (7) The reactants are CO.Cl.[F:4][C:5]1[CH:10]=[CH:9][CH:8]=[CH:7][C:6]=1[C:11]1[CH:24]=[C:23]2[C:14]([N:15]3[C:20]([CH2:21][O:22]2)=[N:19][NH:18][C:17](=[O:25])[C@H:16]3[CH3:26])=[CH:13][C:12]=1[CH:27]1[CH2:32][CH2:31][NH:30][CH2:29][CH2:28]1.C=O.[BH3-][C:36]#N.[Na+]. The catalyst is C(O)(=O)C. The product is [F:4][C:5]1[CH:10]=[CH:9][CH:8]=[CH:7][C:6]=1[C:11]1[CH:24]=[C:23]2[C:14]([N:15]3[C:20]([CH2:21][O:22]2)=[N:19][NH:18][C:17](=[O:25])[C@H:16]3[CH3:26])=[CH:13][C:12]=1[CH:27]1[CH2:32][CH2:31][N:30]([CH3:36])[CH2:29][CH2:28]1. The yield is 0.510. (8) The reactants are [N+:1]([C:4]1[CH:12]=[C:7]2[CH2:8][NH:9][CH2:10][CH2:11][N:6]2[N:5]=1)([O-:3])=[O:2].C(N(CC)CC)C.[C:20](Cl)(=[O:22])[CH3:21].C(Cl)Cl. The catalyst is CO. The product is [N+:1]([C:4]1[CH:12]=[C:7]2[CH2:8][N:9]([C:20](=[O:22])[CH3:21])[CH2:10][CH2:11][N:6]2[N:5]=1)([O-:3])=[O:2]. The yield is 0.840.